From a dataset of Forward reaction prediction with 1.9M reactions from USPTO patents (1976-2016). Predict the product of the given reaction. (1) Given the reactants [Cl-].[CH3:2][O:3][C:4]1[CH:9]=[CH:8][C:7]([C:10](=[O:13])[CH2:11][NH3+:12])=[CH:6][CH:5]=1.[CH3:14][O:15][C:16]1[CH:17]=[C:18]([CH:22]=[CH:23][CH:24]=1)[C:19](Cl)=[O:20].C(N(CC)CC)C, predict the reaction product. The product is: [CH3:14][O:15][C:16]1[CH:17]=[C:18]([CH:22]=[CH:23][CH:24]=1)[C:19]([NH:12][CH2:11][C:10]([C:7]1[CH:6]=[CH:5][C:4]([O:3][CH3:2])=[CH:9][CH:8]=1)=[O:13])=[O:20]. (2) Given the reactants [F:1][C:2]1[C:10]2[N:9]=[C:8]([O:11][C@H:12]3[CH2:16][O:15][CH:14]4[C@@H:17]([OH:20])[CH2:18][O:19][CH:13]34)[NH:7][C:6]=2[CH:5]=[C:4]([F:21])[C:3]=1[C:22]1[CH:27]=[CH:26][C:25]([C:28]2[CH:33]=[CH:32][C:31]([C:34](O)=[O:35])=[CH:30][CH:29]=2)=[CH:24][CH:23]=1.[NH:37]1[CH2:41][CH2:40][C@@H:39]([OH:42])[CH2:38]1.CN(C(ON1N=NC2C=CC=NC1=2)=[N+](C)C)C.F[P-](F)(F)(F)(F)F, predict the reaction product. The product is: [F:1][C:2]1[C:10]2[N:9]=[C:8]([O:11][C@H:12]3[CH2:16][O:15][CH:14]4[C@@H:17]([OH:20])[CH2:18][O:19][CH:13]34)[NH:7][C:6]=2[CH:5]=[C:4]([F:21])[C:3]=1[C:22]1[CH:27]=[CH:26][C:25]([C:28]2[CH:29]=[CH:30][C:31]([C:34]([N:37]3[CH2:41][CH2:40][C@@H:39]([OH:42])[CH2:38]3)=[O:35])=[CH:32][CH:33]=2)=[CH:24][CH:23]=1.